From a dataset of Full USPTO retrosynthesis dataset with 1.9M reactions from patents (1976-2016). Predict the reactants needed to synthesize the given product. The reactants are: [C:1]1([C:26]2[CH:31]=[CH:30][CH:29]=[CH:28][CH:27]=2)[CH:6]=[CH:5][C:4]([CH2:7][C@H:8]([NH:11][C:12]([C@@H:14]2[CH2:18][CH2:17][CH2:16][N:15]2C(OC(C)(C)C)=O)=[O:13])[C:9]#[N:10])=[CH:3][CH:2]=1. Given the product [C:1]1([C:26]2[CH:31]=[CH:30][CH:29]=[CH:28][CH:27]=2)[CH:2]=[CH:3][C:4]([CH2:7][C@H:8]([NH:11][C:12]([C@@H:14]2[CH2:18][CH2:17][CH2:16][NH:15]2)=[O:13])[C:9]#[N:10])=[CH:5][CH:6]=1, predict the reactants needed to synthesize it.